From a dataset of Reaction yield outcomes from USPTO patents with 853,638 reactions. Predict the reaction yield, written as a fraction of the theoretical maximum amount of product (1.0 means a 100% yield; for example, 0.34 means a 34% yield). (1) The reactants are [Br:1][C:2]1[N:6]2[CH2:7][CH2:8][NH:9][C:10](=[O:11])[C:5]2=[N:4][N:3]=1.C(=O)([O-])[O-].[Cs+].[Cs+].Br[CH2:19][C:20]1[CH:25]=[CH:24][CH:23]=[C:22]([C:26]([F:29])([F:28])[F:27])[C:21]=1[Cl:30]. The catalyst is CN(C=O)C. The product is [Br:1][C:2]1[N:6]2[CH2:7][CH2:8][N:9]([CH2:19][C:20]3[CH:25]=[CH:24][CH:23]=[C:22]([C:26]([F:27])([F:29])[F:28])[C:21]=3[Cl:30])[C:10](=[O:11])[C:5]2=[N:4][N:3]=1. The yield is 0.820. (2) The reactants are Br[C:2]1[N:3]=[C:4]2[N:11]([C@H:12]3[CH2:17][CH2:16][C@@H:15]([O:18][CH3:19])[CH2:14][CH2:13]3)[CH2:10][C:9](=[O:20])[NH:8][C:5]2=[N:6][CH:7]=1.Br[C:22]1[C:23]([NH:29][C:30](=O)CI)=[N:24][CH:25]=[C:26](Br)[N:27]=1.[CH:34](N(C(C)C)CC)([CH3:36])[CH3:35].Cl.CO[C@@H]1CC[C@H]([NH2:52])CC1. The yield is 0.550. The product is [CH3:19][O:18][C@@H:15]1[CH2:16][CH2:17][C@H:12]([N:11]2[C:4]3[C:5](=[N:6][CH:7]=[C:2]([C:35]4[C:26]([CH3:25])=[N:27][C:22]([C:23]5[NH:29][CH:30]=[N:52][N:24]=5)=[CH:36][CH:34]=4)[N:3]=3)[NH:8][C:9](=[O:20])[CH2:10]2)[CH2:13][CH2:14]1. The catalyst is C(#N)C. (3) The reactants are [OH:1][C:2]1[CH:11]=[CH:10][C:5]([C:6]([O:8][CH3:9])=[O:7])=[CH:4][C:3]=1[O:12][CH3:13].[CH3:14][C:15](=[CH2:18])[CH2:16]O.C1(P(C2C=CC=CC=2)C2C=CC=CC=2)C=CC=CC=1.CC(OC(/N=N/C(OC(C)C)=O)=O)C. The catalyst is C1COCC1. The product is [CH3:13][O:12][C:3]1[CH:4]=[C:5]([CH:10]=[CH:11][C:2]=1[O:1][CH2:16][C:15]([CH3:18])=[CH2:14])[C:6]([O:8][CH3:9])=[O:7]. The yield is 0.750.